This data is from CYP2D6 inhibition data for predicting drug metabolism from PubChem BioAssay. The task is: Regression/Classification. Given a drug SMILES string, predict its absorption, distribution, metabolism, or excretion properties. Task type varies by dataset: regression for continuous measurements (e.g., permeability, clearance, half-life) or binary classification for categorical outcomes (e.g., BBB penetration, CYP inhibition). Dataset: cyp2d6_veith. (1) The drug is N#CC(=C(/N)Sc1ccccc1N)/C(C#N)=C(/N)Sc1ccccc1N. The result is 1 (inhibitor). (2) The compound is COc1ccc(NC(=O)N2CCCC3(CCN(C(=O)c4cccc(F)c4)CC3)C2)cc1. The result is 0 (non-inhibitor). (3) The molecule is Cc1ccccc1-c1nc(-n2ccnc2)c2ccccc2n1. The result is 1 (inhibitor). (4) The drug is COc1cc([C@H](O)C(=O)O)ccc1O. The result is 0 (non-inhibitor). (5) The drug is COc1ccc(NC(=O)N2CCC3(CC2)CCN(C(=O)c2ccncc2)CC3)cc1. The result is 0 (non-inhibitor).